Predict the reaction yield, written as a fraction of the theoretical maximum amount of product (1.0 means a 100% yield; for example, 0.34 means a 34% yield). From a dataset of Reaction yield outcomes from USPTO patents with 853,638 reactions. (1) The reactants are [Cl:1][C:2]1[CH:7]=[CH:6][C:5]([CH2:8]Cl)=[CH:4][N:3]=1.[CH3:10][N:11]1[CH2:16][CH2:15][NH:14][CH2:13][CH2:12]1.C(=O)([O-])[O-].[K+].[K+]. The catalyst is C(#N)C. The product is [Cl:1][C:2]1[N:3]=[CH:4][C:5]([CH2:8][N:14]2[CH2:15][CH2:16][N:11]([CH3:10])[CH2:12][CH2:13]2)=[CH:6][CH:7]=1. The yield is 0.740. (2) The reactants are [CH2:1]([N:8]([CH2:12][CH2:13]Cl)[CH2:9][CH2:10]Cl)[C:2]1[CH:7]=[CH:6][CH:5]=[CH:4][CH:3]=1.[C:15]([NH2:19])([CH3:18])([CH3:17])[CH3:16].CCN(C(C)C)C(C)C. The catalyst is C(#N)C. The product is [CH2:1]([N:8]1[CH2:12][CH2:13][N:19]([C:15]([CH3:18])([CH3:17])[CH3:16])[CH2:10][CH2:9]1)[C:2]1[CH:7]=[CH:6][CH:5]=[CH:4][CH:3]=1. The yield is 0.540.